From a dataset of Forward reaction prediction with 1.9M reactions from USPTO patents (1976-2016). Predict the product of the given reaction. Given the reactants CC(C)([O-])C.[K+].[CH2:7]([N:14]([CH2:18][C:19]1[C:24](Cl)=[N:23][C:22]([N:26]([CH3:30])[CH:27]([CH3:29])[CH3:28])=[CH:21][N:20]=1)[CH2:15][CH2:16][OH:17])[C:8]1[CH:13]=[CH:12][CH:11]=[CH:10][CH:9]=1.O, predict the reaction product. The product is: [CH2:7]([N:14]1[CH2:18][C:19]2[N:20]=[CH:21][C:22]([N:26]([CH3:30])[CH:27]([CH3:29])[CH3:28])=[N:23][C:24]=2[O:17][CH2:16][CH2:15]1)[C:8]1[CH:13]=[CH:12][CH:11]=[CH:10][CH:9]=1.